From a dataset of Catalyst prediction with 721,799 reactions and 888 catalyst types from USPTO. Predict which catalyst facilitates the given reaction. (1) Reactant: [S:1]1[C:5]2[CH:6]=[CH:7][CH:8]=[CH:9][C:4]=2[N:3]=[C:2]1[N:10]1[C:14](=[O:15])[C:13](=[CH:16][N:17](C)C)[C:12]([C:20]2[S:21][C:22]([Br:25])=[CH:23][CH:24]=2)=[N:11]1. Product: [NH2:17][CH:16]=[C:13]1[C:12]([C:20]2[S:21][C:22]([Br:25])=[CH:23][CH:24]=2)=[N:11][N:10]([C:2]2[S:1][C:5]3[CH:6]=[CH:7][CH:8]=[CH:9][C:4]=3[N:3]=2)[C:14]1=[O:15]. The catalyst class is: 547. (2) Reactant: C(O)C.[O-]CC.[Na+].[C:8]([O:15][CH2:16][CH3:17])(=[O:14])[C:9](OCC)=O.[C:18](#[N:20])[CH3:19].[NH:21]([C:23]1[CH:28]=[CH:27][CH:26]=[CH:25][N:24]=1)[NH2:22].S(=O)(=O)(O)O. Product: [NH2:20][C:18]1[N:21]([C:23]2[CH:28]=[CH:27][CH:26]=[CH:25][N:24]=2)[N:22]=[C:9]([C:8]([O:15][CH2:16][CH3:17])=[O:14])[CH:19]=1. The catalyst class is: 280. (3) Reactant: Cl[CH:2]([CH3:29])[C:3]([NH:5][C:6]1[CH:7]=[C:8]([NH:14][C:15]([C:17]2[CH:22]=[CH:21][C:20]([C:23]3[CH:28]=[CH:27][CH:26]=[CH:25][CH:24]=3)=[CH:19][CH:18]=2)=[O:16])[CH:9]=[CH:10][C:11]=1[O:12][CH3:13])=[O:4].C(N(CC)CC)C.Cl.[CH:38]12[O:45][CH:42]([CH2:43][CH2:44]1)[CH2:41][NH:40][CH2:39]2.[I-].[K+]. Product: [CH3:13][O:12][C:11]1[CH:10]=[CH:9][C:8]([NH:14][C:15]([C:17]2[CH:22]=[CH:21][C:20]([C:23]3[CH:28]=[CH:27][CH:26]=[CH:25][CH:24]=3)=[CH:19][CH:18]=2)=[O:16])=[CH:7][C:6]=1[NH:5][C:3](=[O:4])[C@H:2]([N:40]1[CH2:39][CH:38]2[O:45][CH:42]([CH2:43][CH2:44]2)[CH2:41]1)[CH3:29]. The catalyst class is: 3. (4) Reactant: [C:1]([C:3]1[CH:21]=[CH:20][C:6]([C:7]([NH:9][C:10]2[CH:15]=[CH:14][CH:13]=[C:12]([S:16](=[O:19])(=[O:18])[NH2:17])[CH:11]=2)=[O:8])=[C:5](F)[CH:4]=1)#[N:2].[F:23][C:24]1[CH:29]=[CH:28][C:27]([OH:30])=[C:26]([O:31][CH3:32])[CH:25]=1.C([O-])([O-])=O.[Cs+].[Cs+]. The catalyst class is: 37. Product: [C:1]([C:3]1[CH:21]=[CH:20][C:6]([C:7]([NH:9][C:10]2[CH:15]=[CH:14][CH:13]=[C:12]([S:16](=[O:19])(=[O:18])[NH2:17])[CH:11]=2)=[O:8])=[C:5]([O:30][C:27]2[CH:28]=[CH:29][C:24]([F:23])=[CH:25][C:26]=2[O:31][CH3:32])[CH:4]=1)#[N:2]. (5) Reactant: [F:1][CH:2]([F:38])[C:3]1[N:7]([C:8]2[N:13]=[C:12]([N:14]3[CH2:19][CH2:18][O:17][CH2:16][CH2:15]3)[N:11]=[C:10]([N:20]3[CH2:25][CH2:24][N:23](C(OC(C)(C)C)=O)[CH2:22][CH2:21]3)[N:9]=2)[C:6]2[CH:33]=[CH:34][CH:35]=[C:36]([OH:37])[C:5]=2[N:4]=1.FC(F)(F)C(O)=O. Product: [F:38][CH:2]([F:1])[C:3]1[N:7]([C:8]2[N:13]=[C:12]([N:14]3[CH2:15][CH2:16][O:17][CH2:18][CH2:19]3)[N:11]=[C:10]([N:20]3[CH2:25][CH2:24][NH:23][CH2:22][CH2:21]3)[N:9]=2)[C:6]2[CH:33]=[CH:34][CH:35]=[C:36]([OH:37])[C:5]=2[N:4]=1. The catalyst class is: 2. (6) Reactant: [F:1][C:2]1[CH:3]=[C:4]([C@H:13]2[CH2:18][C@@H:17]([C:19](=[O:26])[CH2:20][C:21](OCC)=[O:22])[CH2:16][CH2:15][N:14]2[C:27]([O:29][CH3:30])=[O:28])[CH:5]=[C:6]([F:12])[C:7]=1[C:8]([F:11])([F:10])[F:9].[OH-].[Na+].[NH2:33]O.Cl. Product: [F:1][C:2]1[CH:3]=[C:4]([C@H:13]2[CH2:18][C@@H:17]([C:19]3[O:26][NH:33][C:21](=[O:22])[CH:20]=3)[CH2:16][CH2:15][N:14]2[C:27]([O:29][CH3:30])=[O:28])[CH:5]=[C:6]([F:12])[C:7]=1[C:8]([F:10])([F:9])[F:11]. The catalyst class is: 24. (7) Reactant: Cl.Cl.[CH2:3]([CH:5]([CH2:22][CH3:23])[C:6]([NH:8][C:9]1[CH:14]=[CH:13][C:12]([N:15]2[CH2:20][CH2:19][NH:18][CH2:17][CH2:16]2)=[C:11]([F:21])[CH:10]=1)=[O:7])[CH3:4].[CH3:24][O:25][C:26](=[O:37])[CH:27](Br)[C:28]1[CH:33]=[CH:32][C:31]([C:34]#[N:35])=[CH:30][CH:29]=1.C([O-])([O-])=O.[K+].[K+]. Product: [CH3:24][O:25][C:26](=[O:37])[CH:27]([C:28]1[CH:33]=[CH:32][C:31]([C:34]#[N:35])=[CH:30][CH:29]=1)[N:18]1[CH2:17][CH2:16][N:15]([C:12]2[CH:13]=[CH:14][C:9]([NH:8][C:6](=[O:7])[CH:5]([CH2:3][CH3:4])[CH2:22][CH3:23])=[CH:10][C:11]=2[F:21])[CH2:20][CH2:19]1. The catalyst class is: 18. (8) The catalyst class is: 3. Reactant: Cl[CH2:2][C:3]1[CH:8]=[CH:7][CH:6]=[C:5]([N+:9]([O-:11])=[O:10])[CH:4]=1.[CH2:12]([S-:15])[CH2:13][CH3:14].[Na+].O. Product: [N+:9]([C:5]1[CH:4]=[C:3]([CH:8]=[CH:7][CH:6]=1)[CH2:2][S:15][CH2:12][CH2:13][CH3:14])([O-:11])=[O:10]. (9) Reactant: S[NH:2][C@:3]([CH3:17])([C:14]([OH:16])=O)[CH2:4][C:5]1[C:13]2[C:8](=[CH:9][CH:10]=[CH:11][CH:12]=2)[NH:7][CH:6]=1.Cl[C:19]1[S:20][CH:21]=[C:22]([C:24]2[CH:29]=[CH:28][C:27]([N+:30]([O-:32])=[O:31])=[CH:26][CH:25]=2)[N:23]=1.C([O-])([O-])=O.[K+].[K+].CN(C(ON1N=NC2C=CC=CC1=2)=[N+](C)C)C.F[P-](F)(F)(F)(F)F.[CH3:63][O:64][C:65]1[CH:66]=[CH:67][C:68]([C:71]2([CH2:77][NH2:78])[CH2:76][CH2:75][CH2:74][CH2:73][CH2:72]2)=[N:69][CH:70]=1. Product: [NH:7]1[C:8]2[C:13](=[CH:12][CH:11]=[CH:10][CH:9]=2)[C:5]([CH2:4][C@:3]([CH3:17])([NH:2][C:19]2[S:20][CH:21]=[C:22]([C:24]3[CH:29]=[CH:28][C:27]([N+:30]([O-:32])=[O:31])=[CH:26][CH:25]=3)[N:23]=2)[C:14]([NH:78][CH2:77][C:71]2([C:68]3[CH:67]=[CH:66][C:65]([O:64][CH3:63])=[CH:70][N:69]=3)[CH2:72][CH2:73][CH2:74][CH2:75][CH2:76]2)=[O:16])=[CH:6]1. The catalyst class is: 122. (10) Reactant: [CH:1]1([N:6]2[CH2:12][C:11]([F:14])([F:13])[C:10](=[O:15])[N:9]([CH3:16])[C:8]3[CH:17]=[N:18][C:19]([NH:21][C:22]4[CH:30]=[CH:29][C:25]([C:26]([OH:28])=O)=[CH:24][C:23]=4[O:31][CH3:32])=[N:20][C:7]2=3)[CH2:5][CH2:4][CH2:3][CH2:2]1.C(N(C(C)C)C(C)C)C.Cl.[N:43]1([C:50]2[CH:55]=[CH:54][N:53]=[CH:52][CH:51]=2)[CH2:48][CH2:47][CH:46]([NH2:49])[CH2:45][CH2:44]1. Product: [CH:1]1([N:6]2[CH2:12][C:11]([F:14])([F:13])[C:10](=[O:15])[N:9]([CH3:16])[C:8]3[CH:17]=[N:18][C:19]([NH:21][C:22]4[CH:30]=[CH:29][C:25]([C:26]([NH:49][CH:46]5[CH2:45][CH2:44][N:43]([C:50]6[CH:51]=[CH:52][N:53]=[CH:54][CH:55]=6)[CH2:48][CH2:47]5)=[O:28])=[CH:24][C:23]=4[O:31][CH3:32])=[N:20][C:7]2=3)[CH2:5][CH2:4][CH2:3][CH2:2]1. The catalyst class is: 9.